This data is from NCI-60 drug combinations with 297,098 pairs across 59 cell lines. The task is: Regression. Given two drug SMILES strings and cell line genomic features, predict the synergy score measuring deviation from expected non-interaction effect. Drug 2: C1CN1P(=S)(N2CC2)N3CC3. Cell line: SK-MEL-5. Synergy scores: CSS=-1.91, Synergy_ZIP=3.00, Synergy_Bliss=-2.75, Synergy_Loewe=-25.8, Synergy_HSA=-19.3. Drug 1: C1CCC(C1)C(CC#N)N2C=C(C=N2)C3=C4C=CNC4=NC=N3.